Dataset: Forward reaction prediction with 1.9M reactions from USPTO patents (1976-2016). Task: Predict the product of the given reaction. (1) Given the reactants [CH:1]([NH2:4])([CH3:3])[CH3:2].Cl[C:6]1[C:11]([C:12]([O:14][CH2:15][CH3:16])=[O:13])=[CH:10][N:9]=[C:8]([C:17]([F:20])([F:19])[F:18])[N:7]=1.C(O)C, predict the reaction product. The product is: [CH:1]([NH:4][C:10]1[C:11]([C:12]([O:14][CH2:15][CH3:16])=[O:13])=[CH:6][N:7]=[C:8]([C:17]([F:19])([F:20])[F:18])[N:9]=1)([CH3:3])[CH3:2]. (2) Given the reactants [H-].[Al+3].[Li+].[H-].[H-].[H-].[NH2:7][S:8]([C:11]1[S:15][C:14](=[C:16]([C:22]([NH:24][C:25]2[CH:30]=[CH:29][C:28]([O:31][CH2:32][CH3:33])=[CH:27][CH:26]=2)=[O:23])[C:17](OCC)=O)[NH:13][C:12]=1[CH3:34])(=[O:10])=[O:9], predict the reaction product. The product is: [NH2:7][S:8]([C:11]1[S:15][C:14]([CH:16]([CH3:17])[C:22]([NH:24][C:25]2[CH:30]=[CH:29][C:28]([O:31][CH2:32][CH3:33])=[CH:27][CH:26]=2)=[O:23])=[N:13][C:12]=1[CH3:34])(=[O:9])=[O:10]. (3) Given the reactants [H-].[Na+].[NH:3]1[C:11]2[C:6](=[CH:7][CH:8]=[C:9]([C:12]([O:14][CH3:15])=[O:13])[CH:10]=2)[CH:5]=[N:4]1.[CH2:16](Br)[C:17]1[CH:22]=[CH:21][CH:20]=[CH:19][CH:18]=1.O, predict the reaction product. The product is: [CH2:16]([N:4]1[CH:5]=[C:6]2[C:11]([CH:10]=[C:9]([C:12]([O:14][CH3:15])=[O:13])[CH:8]=[CH:7]2)=[N:3]1)[C:17]1[CH:22]=[CH:21][CH:20]=[CH:19][CH:18]=1. (4) Given the reactants [N+:1]([CH:4]([CH3:13])[CH:5]([C:7]1[CH:12]=[CH:11][CH:10]=[CH:9][CH:8]=1)[OH:6])([O-:3])=[O:2].[C:14](OC(=O)C)(=[O:16])[CH3:15].CO, predict the reaction product. The product is: [C:14]([O:6][CH:5]([C:7]1[CH:12]=[CH:11][CH:10]=[CH:9][CH:8]=1)[CH:4]([N+:1]([O-:3])=[O:2])[CH3:13])(=[O:16])[CH3:15]. (5) Given the reactants [S:1]([O-])([O-])=O.[Na+].[Na+].C([O-])(O)=O.[Na+].C([NH:15][C:16]1[CH:21]=[CH:20][C:19]([S:22](Cl)(=[O:24])=[O:23])=[CH:18][C:17]=1[N+:26]([O-:28])=[O:27])(=O)C.[OH-].[Na+].Cl.COC([C:36]1[S:37][C:38]([N+]([O-])=O)=[C:39](Br)[CH:40]=1)=O.C[O-].[Na+].CO.C[CH2:51][O:52][C:53]([CH3:55])=[O:54], predict the reaction product. The product is: [CH3:51][O:52][C:53]([C:55]1[S:1][C:36]([S:37][CH3:38])=[C:40]([S:22]([C:19]2[CH:20]=[CH:21][C:16]([NH2:15])=[C:17]([N+:26]([O-:28])=[O:27])[CH:18]=2)(=[O:23])=[O:24])[CH:39]=1)=[O:54]. (6) Given the reactants [CH:1]1([C:7]2[N:12]([CH2:13][C:14]3[CH:19]=[CH:18][C:17]([C:20]([CH3:23])([CH3:22])[CH3:21])=[CH:16][CH:15]=3)[C:11](=[O:24])[CH:10]=[C:9]([OH:25])[N:8]=2)[CH2:6][CH2:5][CH2:4][CH2:3][CH2:2]1.C(C1C=CC(CN)=CC=1)(C)(C)C.Cl.C1([C:45](=[NH:49])[O:46]CC)CCCCC1.N12CCCN=C1CCCCC2.C(OCC)(=O)[CH2:62][C:63]([O:65]CC)=[O:64].FC(F)(F)C(O)=O, predict the reaction product. The product is: [CH:1]1([C:7]2[N:12]([CH2:13][C:14]3[CH:19]=[CH:18][C:17]([C:20]([CH3:21])([CH3:22])[CH3:23])=[CH:16][CH:15]=3)[C:11](=[O:24])[C:10]([C:45]([NH:49][CH2:62][C:63]([OH:65])=[O:64])=[O:46])=[C:9]([OH:25])[N:8]=2)[CH2:2][CH2:3][CH2:4][CH2:5][CH2:6]1. (7) Given the reactants [CH2:1]([O:8][CH2:9][CH2:10][CH2:11][N:12]1[C:20]2[C:15](=[N:16][C:17]([O:21][CH3:22])=[CH:18][CH:19]=2)[C:14](Br)(Br)[C:13]1=[O:25])[C:2]1[CH:7]=[CH:6][CH:5]=[CH:4][CH:3]=1, predict the reaction product. The product is: [CH2:1]([O:8][CH2:9][CH2:10][CH2:11][N:12]1[C:20]2[C:15](=[N:16][C:17]([O:21][CH3:22])=[CH:18][CH:19]=2)[CH2:14][C:13]1=[O:25])[C:2]1[CH:7]=[CH:6][CH:5]=[CH:4][CH:3]=1. (8) The product is: [C:15]([CH2:16][C:2]1[CH:3]=[C:4]([CH:9]=[CH:10][CH:11]=1)[C:5]([O:7][CH3:8])=[O:6])#[N:17]. Given the reactants Br[C:2]1[CH:3]=[C:4]([CH:9]=[CH:10][CH:11]=1)[C:5]([O:7][CH3:8])=[O:6].[C-]#N.[K+].[C:15](#[N:17])[CH3:16], predict the reaction product. (9) Given the reactants [OH:1][C@H:2]1[CH2:7][CH2:6][C@H:5]([NH:8][C:9]([C@@H:11]2[NH:15][C@@H:14]([CH2:16][C:17]([CH3:20])([CH3:19])[CH3:18])[C@:13]3([C:28]4[C:23](=[CH:24][C:25]([Cl:29])=[CH:26][CH:27]=4)[NH:22][C:21]3=[O:30])[C@H:12]2[C:31]2[CH:36]=[CH:35][CH:34]=[C:33]([Cl:37])[C:32]=2[F:38])=[O:10])[CH2:4][CH2:3]1.[C:39](Cl)(=[O:41])[CH3:40].[OH2:43].[C:44](OCC)(=[O:46])[CH3:45].N1[CH:55]=[CH:54]C=CC=1, predict the reaction product. The product is: [C:39]([N:22]1[C:23]2[C:28](=[CH:27][CH:26]=[C:25]([Cl:29])[CH:24]=2)[C@@:13]2([C@@H:12]([C:31]3[CH:36]=[CH:35][CH:34]=[C:33]([Cl:37])[C:32]=3[F:38])[C@H:11]([C:9]([NH:8][CH:5]3[CH2:6][CH2:7][CH:2]([O:1][C:44](=[O:46])[CH3:45])[CH2:3][CH2:4]3)=[O:10])[N:15]([C:54](=[O:43])[CH3:55])[C@H:14]2[CH2:16][C:17]([CH3:20])([CH3:19])[CH3:18])[C:21]1=[O:30])(=[O:41])[CH3:40]. (10) Given the reactants [Cl:1][C:2]1[CH:7]=[CH:6][C:5]([C@:8]2(O)[CH2:13][CH2:12][NH:11][CH2:10][C:9]2([CH3:15])[CH3:14])=[CH:4][CH:3]=1.C(O)(=O)[C@H]([C@@H](C(O)=O)O)O, predict the reaction product. The product is: [Cl:1][C:2]1[CH:7]=[CH:6][C:5]([C:8]2[C:9]([CH3:15])([CH3:14])[CH2:10][NH:11][CH2:12][CH:13]=2)=[CH:4][CH:3]=1.